Dataset: Cav3 T-type calcium channel HTS with 100,875 compounds. Task: Binary Classification. Given a drug SMILES string, predict its activity (active/inactive) in a high-throughput screening assay against a specified biological target. (1) The result is 0 (inactive). The compound is S(=O)(=O)(N1CCC(O)(CC1)c1cc2OCOc2cc1)c1ccc(OC)cc1. (2) The molecule is Clc1cc(N2CCN(CC2)Cc2nc(N3CCCc4c3cccc4)nc(n2)N)ccc1. The result is 0 (inactive). (3) The drug is Clc1c(Cn2[nH]nc3c2nc(nc3=O)C2CCN(CC2)C(=O)c2ccccc2)cccc1. The result is 0 (inactive).